Dataset: Forward reaction prediction with 1.9M reactions from USPTO patents (1976-2016). Task: Predict the product of the given reaction. (1) The product is: [NH:3]1[C:7]2[CH:8]=[CH:9][CH:10]=[CH:11][C:6]=2[N:5]=[C:4]1[C@H:12]([NH:22][C:33]([NH:32][C:35]1[CH:40]=[CH:39][CH:38]=[CH:37][C:36]=1[O:41][CH3:42])=[O:34])[CH2:13][C:14]1[CH:19]=[CH:18][C:17]([O:20][CH3:21])=[CH:16][CH:15]=1. Given the reactants N#N.[NH:3]1[C:7]2[CH:8]=[CH:9][CH:10]=[CH:11][C:6]=2[N:5]=[C:4]1[C@H:12]([NH2:22])[CH2:13][C:14]1[CH:19]=[CH:18][C:17]([O:20][CH3:21])=[CH:16][CH:15]=1.CCN(C(C)C)C(C)C.[N:32]([C:35]1[CH:40]=[CH:39][CH:38]=[CH:37][C:36]=1[O:41][CH3:42])=[C:33]=[O:34], predict the reaction product. (2) The product is: [Cl:1][C:2]1[CH:3]=[CH:4][C:5]([S:8]([N:11]([CH2:20][C:21]2[CH:26]=[C:25]([F:27])[C:24]([C:28]3[N:36]=[CH:39][O:33][N:29]=3)=[CH:23][C:22]=2[F:30])[C@@H:12]2[CH2:17][CH2:16][CH2:15][CH2:14][C@H:13]2[CH2:18][OH:19])(=[O:10])=[O:9])=[CH:6][CH:7]=1. Given the reactants [Cl:1][C:2]1[CH:7]=[CH:6][C:5]([S:8]([N:11]([CH2:20][C:21]2[CH:26]=[C:25]([F:27])[C:24]([C:28]#[N:29])=[CH:23][C:22]=2[F:30])[C@@H:12]2[CH2:17][CH2:16][CH2:15][CH2:14][C@H:13]2[CH2:18][OH:19])(=[O:10])=[O:9])=[CH:4][CH:3]=1.Cl.N[OH:33].C([N:36]([CH2:39]C)CC)C, predict the reaction product. (3) Given the reactants [Cl:1][C:2]1[CH:7]=[CH:6][C:5]([N:8]([C:12]2[C:17]3[N:18]([CH3:31])[C:19](=[O:30])[N:20](CC4C=CC(OC)=CC=4)[C:16]=3[CH:15]=[CH:14][CH:13]=2)[CH:9]([CH3:11])[CH3:10])=[CH:4][CH:3]=1.FC(F)(F)C(O)=O, predict the reaction product. The product is: [Cl:1][C:2]1[CH:7]=[CH:6][C:5]([N:8]([C:12]2[C:17]3[N:18]([CH3:31])[C:19](=[O:30])[NH:20][C:16]=3[CH:15]=[CH:14][CH:13]=2)[CH:9]([CH3:11])[CH3:10])=[CH:4][CH:3]=1. (4) Given the reactants C([NH:4][C:5]([C@@H:26]1[CH2:30][CH2:29][N:28]([CH2:31][C:32]2[CH:37]=[CH:36][C:35]([F:38])=[CH:34][CH:33]=2)[CH2:27]1)([CH2:13][CH2:14][CH2:15][CH2:16][B:17]1[O:21]C(C)(C)C(C)(C)[O:18]1)[C:6](NC(C)(C)C)=[O:7])(=O)C.[ClH:39].[OH2:40], predict the reaction product. The product is: [ClH:39].[ClH:39].[NH2:4][C:5]([C@@H:26]1[CH2:30][CH2:29][N:28]([CH2:31][C:32]2[CH:37]=[CH:36][C:35]([F:38])=[CH:34][CH:33]=2)[CH2:27]1)([CH2:13][CH2:14][CH2:15][CH2:16][B:17]([OH:21])[OH:18])[C:6]([OH:7])=[O:40]. (5) Given the reactants Cl[C:2]1[C:3]([NH2:9])=[N:4][CH:5]=[N:6][C:7]=1Cl.[F:10][C@@H:11]1[CH2:16][N:15]([CH2:17][C:18]2[CH:23]=CC(OC)=CC=2)[CH2:14][C@@H:13]([NH2:26])[CH2:12]1.[O:27]([C:34]1[CH:39]=[CH:38][C:37](B(O)O)=[CH:36][CH:35]=1)[C:28]1[CH:33]=[CH:32][CH:31]=[CH:30][CH:29]=1.C(Cl)(=[O:46])C=C, predict the reaction product. The product is: [NH2:9][C:3]1[N:4]=[CH:5][N:6]=[C:7]([NH:26][C@H:13]2[CH2:12][C@H:11]([F:10])[CH2:16][N:15]([C:17](=[O:46])[CH:18]=[CH2:23])[CH2:14]2)[C:2]=1[C:37]1[CH:38]=[CH:39][C:34]([O:27][C:28]2[CH:33]=[CH:32][CH:31]=[CH:30][CH:29]=2)=[CH:35][CH:36]=1. (6) Given the reactants [H-].[Na+].Cl[C:4]1[C:9]([Cl:10])=[N:8][CH:7]=[CH:6][N:5]=1.[OH:11][CH2:12][CH2:13][O:14][C:15]1[C:20]2[N:21]=[C:22]([NH2:24])[O:23][C:19]=2[CH:18]=[CH:17][CH:16]=1, predict the reaction product. The product is: [Cl:10][C:9]1[C:4]([O:11][CH2:12][CH2:13][O:14][C:15]2[C:20]3[N:21]=[C:22]([NH2:24])[O:23][C:19]=3[CH:18]=[CH:17][CH:16]=2)=[N:5][CH:6]=[CH:7][N:8]=1. (7) The product is: [CH:1]12[O:8][CH:5]([CH2:6][CH2:7]1)[CH2:4][N:3]([C:9]1[C:10]([NH:20][C:25](=[O:26])[CH2:24][CH2:23][N:22]([CH3:28])[CH3:21])=[C:11]([NH:16][CH:17]([CH3:18])[CH3:19])[N:12]=[C:13]([Cl:15])[N:14]=1)[CH2:2]2. Given the reactants [CH:1]12[O:8][CH:5]([CH2:6][CH2:7]1)[CH2:4][N:3]([C:9]1[N:14]=[C:13]([Cl:15])[N:12]=[C:11]([NH:16][CH:17]([CH3:19])[CH3:18])[C:10]=1[NH2:20])[CH2:2]2.[CH3:21][N:22]([CH3:28])[CH2:23][CH2:24][C:25]([O-])=[O:26].CN(C)CCC(O)=O.C(OC1C=CC2C(=CC=CC=2)N1C(OCC(C)C)=O)C(C)C, predict the reaction product. (8) Given the reactants [N:1]([CH2:4][CH2:5][CH2:6][C:7]1([C:30]2[CH:35]=[CH:34][CH:33]=[CH:32][CH:31]=2)[N:11]([C:12]2[S:13][C:14]3[CH2:15][N:16]([CH3:21])[CH2:17][CH2:18][C:19]=3[N:20]=2)[N:10]=[C:9]([C:22]2[CH:27]=[C:26]([F:28])[CH:25]=[CH:24][C:23]=2[F:29])[S:8]1)=[N+]=[N-].Cl.CO, predict the reaction product. The product is: [F:29][C:23]1[CH:24]=[CH:25][C:26]([F:28])=[CH:27][C:22]=1[C:9]1[S:8][C:7]([CH2:6][CH2:5][CH2:4][NH2:1])([C:30]2[CH:35]=[CH:34][CH:33]=[CH:32][CH:31]=2)[N:11]([C:12]2[S:13][C:14]3[CH2:15][N:16]([CH3:21])[CH2:17][CH2:18][C:19]=3[N:20]=2)[N:10]=1. (9) Given the reactants [C:1]1([C:6]2[CH:11]=[C:10]([NH:12][CH:13]3[CH2:18][CH2:17][O:16][CH2:15][CH2:14]3)[N:9]3[N:19]=[C:20]([C:22]4[C:31]([CH3:32])=[N:30][C:29]5[C:24](=[CH:25][CH:26]=[CH:27][CH:28]=5)[N:23]=4)[CH:21]=[C:8]3[N:7]=2)[CH2:5][CH2:4][CH2:3][CH:2]=1, predict the reaction product. The product is: [CH:1]1([C:6]2[CH:11]=[C:10]([NH:12][CH:13]3[CH2:18][CH2:17][O:16][CH2:15][CH2:14]3)[N:9]3[N:19]=[C:20]([C:22]4[C:31]([CH3:32])=[N:30][C:29]5[C:24](=[CH:25][CH:26]=[CH:27][CH:28]=5)[N:23]=4)[CH:21]=[C:8]3[N:7]=2)[CH2:2][CH2:3][CH2:4][CH2:5]1.